From a dataset of NCI-60 drug combinations with 297,098 pairs across 59 cell lines. Regression. Given two drug SMILES strings and cell line genomic features, predict the synergy score measuring deviation from expected non-interaction effect. (1) Drug 1: CN(CC1=CN=C2C(=N1)C(=NC(=N2)N)N)C3=CC=C(C=C3)C(=O)NC(CCC(=O)O)C(=O)O. Drug 2: CC1(CCCN1)C2=NC3=C(C=CC=C3N2)C(=O)N. Cell line: T-47D. Synergy scores: CSS=31.1, Synergy_ZIP=2.95, Synergy_Bliss=-3.27, Synergy_Loewe=-52.1, Synergy_HSA=-4.95. (2) Drug 1: CC(C1=C(C=CC(=C1Cl)F)Cl)OC2=C(N=CC(=C2)C3=CN(N=C3)C4CCNCC4)N. Drug 2: CC12CCC3C(C1CCC2OP(=O)(O)O)CCC4=C3C=CC(=C4)OC(=O)N(CCCl)CCCl.[Na+]. Cell line: OVCAR3. Synergy scores: CSS=2.41, Synergy_ZIP=0.185, Synergy_Bliss=-1.89, Synergy_Loewe=-4.29, Synergy_HSA=-4.30.